Dataset: Reaction yield outcomes from USPTO patents with 853,638 reactions. Task: Predict the reaction yield, written as a fraction of the theoretical maximum amount of product (1.0 means a 100% yield; for example, 0.34 means a 34% yield). The catalyst is CS(C)=O. The reactants are [Cl:1][C:2]1[CH:3]=[C:4]2[C:8](=[CH:9][CH:10]=1)[NH:7][C:6](=[O:11])[CH2:5]2.[H-].[Na+].[CH3:14][O:15][CH2:16][CH2:17][O:18][CH2:19][CH2:20][O:21][C:22]1[CH:31]=[C:30]2[C:25]([C:26](SC)=[N:27][CH:28]=[N:29]2)=[CH:24][CH:23]=1.Cl. The product is [ClH:1].[Cl:1][C:2]1[CH:3]=[C:4]2[C:8](=[CH:9][CH:10]=1)[NH:7][C:6](=[O:11])[CH:5]2[C:26]1[C:25]2[C:30](=[CH:31][C:22]([O:21][CH2:20][CH2:19][O:18][CH2:17][CH2:16][O:15][CH3:14])=[CH:23][CH:24]=2)[N:29]=[CH:28][N:27]=1. The yield is 0.670.